Dataset: Reaction yield outcomes from USPTO patents with 853,638 reactions. Task: Predict the reaction yield, written as a fraction of the theoretical maximum amount of product (1.0 means a 100% yield; for example, 0.34 means a 34% yield). (1) The reactants are [CH3:1][C:2]1([CH3:12])[CH2:11][NH:10][C@@H:9]2[C@H:4]([CH2:5][CH2:6][CH2:7][CH2:8]2)[NH:3]1.Br[C:14]1[CH:21]=[CH:20][C:17]([C:18]#[N:19])=[C:16]([Cl:22])[CH:15]=1.P(C(C)(C)C)(C(C)(C)C)C(C)(C)C.[H+].[B-](F)(F)(F)F.C(O[Na])(C)(C)C.Cl.CCOC(C)=O. The catalyst is C(OCC)(=O)C.CC([O-])=O.CC([O-])=O.[Pd+2].C1(C)C=CC=CC=1. The product is [Cl:22][C:16]1[CH:15]=[C:14]([N:10]2[C@@H:9]3[C@H:4]([CH2:5][CH2:6][CH2:7][CH2:8]3)[NH:3][C:2]([CH3:12])([CH3:1])[CH2:11]2)[CH:21]=[CH:20][C:17]=1[C:18]#[N:19]. The yield is 0.480. (2) The reactants are [Si]([O:8][CH2:9][C:10]1[CH:11]=[CH:12][C:13]([NH:16][C:17]([NH:19][CH2:20][C:21]2[C:22]([N:31]3[CH2:36][CH2:35][CH:34]([CH3:37])[CH2:33][CH2:32]3)=[N:23][C:24]([C:27]([F:30])([F:29])[F:28])=[CH:25][CH:26]=2)=[O:18])=[N:14][CH:15]=1)(C(C)(C)C)(C)C.[F-].C([N+](CCCC)(CCCC)CCCC)CCC. The catalyst is O1CCCC1. The product is [OH:8][CH2:9][C:10]1[CH:11]=[CH:12][C:13]([NH:16][C:17]([NH:19][CH2:20][C:21]2[C:22]([N:31]3[CH2:36][CH2:35][CH:34]([CH3:37])[CH2:33][CH2:32]3)=[N:23][C:24]([C:27]([F:29])([F:30])[F:28])=[CH:25][CH:26]=2)=[O:18])=[N:14][CH:15]=1. The yield is 0.330.